From a dataset of Full USPTO retrosynthesis dataset with 1.9M reactions from patents (1976-2016). Predict the reactants needed to synthesize the given product. (1) Given the product [C:1]1([CH3:25])[CH:6]=[CH:5][CH:4]=[CH:3][C:2]=1[CH:7]1[CH2:16][CH2:15][C:14]2[C:9](=[CH:10][CH:11]=[C:12]([O:17][C:18]3[S:19][C:20]([CH2:23][NH:24][C:60]([C:59]4[O:55][N:56]=[CH:57][CH:58]=4)=[O:61])=[CH:21][N:22]=3)[CH:13]=2)[O:8]1, predict the reactants needed to synthesize it. The reactants are: [C:1]1([CH3:25])[CH:6]=[CH:5][CH:4]=[CH:3][C:2]=1[CH:7]1[CH2:16][CH2:15][C:14]2[C:9](=[CH:10][CH:11]=[C:12]([O:17][C:18]3[S:19][C:20]([CH2:23][NH2:24])=[CH:21][N:22]=3)[CH:13]=2)[O:8]1.Cl.CN(C)CCCN=C=NCC.ON1C2C=CC=CC=2N=N1.CN1CCOCC1.[O:55]1[C:59]([C:60](O)=[O:61])=[CH:58][CH:57]=[N:56]1. (2) The reactants are: O=[CH:2][CH2:3][CH2:4][CH2:5][CH2:6][O:7][C:8]1[CH:17]=[CH:16][C:11]([C:12]([O:14][CH3:15])=[O:13])=[CH:10][CH:9]=1.Cl.[NH2:19][CH2:20][C:21]([O:23][CH2:24][C:25]1[CH:30]=[CH:29][CH:28]=[CH:27][CH:26]=1)=[O:22].C(O)(=O)C.C(O[BH-](OC(=O)C)OC(=O)C)(=O)C.[Na+].[OH-].[Na+]. Given the product [CH2:24]([O:23][C:21](=[O:22])[CH2:20][NH:19][CH2:2][CH2:3][CH2:4][CH2:5][CH2:6][O:7][C:8]1[CH:17]=[CH:16][C:11]([C:12]([O:14][CH3:15])=[O:13])=[CH:10][CH:9]=1)[C:25]1[CH:30]=[CH:29][CH:28]=[CH:27][CH:26]=1, predict the reactants needed to synthesize it. (3) The reactants are: [CH3:1][N:2]([CH2:4][CH2:5][CH2:6][CH2:7][CH2:8][CH2:9][CH2:10][CH2:11][CH2:12][CH2:13][CH3:14])[CH3:3].[ClH:15]. Given the product [ClH:15].[CH3:3][NH+:2]([CH2:4][CH2:5][CH2:6][CH2:7][CH2:8][CH2:9][CH2:10][CH2:11][CH2:12][CH2:13][CH3:14])[CH3:1], predict the reactants needed to synthesize it. (4) Given the product [C:18]1([CH:24]([C:34]2[CH:39]=[CH:38][CH:37]=[CH:36][CH:35]=2)[N:25]2[CH2:30][CH2:29][CH:28]([CH2:31][CH2:32][NH:33][C:9](=[O:11])[CH:8]=[CH:7][C:3]3[CH:2]=[N:1][CH:6]=[CH:5][CH:4]=3)[CH2:27][CH2:26]2)[CH:19]=[CH:20][CH:21]=[CH:22][CH:23]=1, predict the reactants needed to synthesize it. The reactants are: [N:1]1[CH:6]=[CH:5][CH:4]=[C:3]([CH:7]=[CH:8][C:9]([OH:11])=O)[CH:2]=1.C(Cl)(=O)C(Cl)=O.[C:18]1([CH:24]([C:34]2[CH:39]=[CH:38][CH:37]=[CH:36][CH:35]=2)[N:25]2[CH2:30][CH2:29][CH:28]([CH2:31][CH2:32][NH2:33])[CH2:27][CH2:26]2)[CH:23]=[CH:22][CH:21]=[CH:20][CH:19]=1. (5) The reactants are: [Cl:1][C:2]1[CH:10]=[CH:9][C:8]([C:11]2[N:12]([C:22]([O:24][C:25]([CH3:28])([CH3:27])[CH3:26])=[O:23])[C:13]3[C:18]([CH:19]=2)=[CH:17][C:16]([CH:20]=O)=[CH:15][CH:14]=3)=[C:7]2[C:3]=1[CH2:4][NH:5][C:6]2=[O:29].[NH2:30][CH:31]([CH3:34])[CH2:32][OH:33].C(O[BH-](OC(=O)C)OC(=O)C)(=O)C.[Na+]. Given the product [Cl:1][C:2]1[CH:10]=[CH:9][C:8]([C:11]2[N:12]([C:22]([O:24][C:25]([CH3:27])([CH3:28])[CH3:26])=[O:23])[C:13]3[C:18]([CH:19]=2)=[CH:17][C:16]([CH2:20][NH:30][CH:31]([CH3:34])[CH2:32][OH:33])=[CH:15][CH:14]=3)=[C:7]2[C:3]=1[CH2:4][NH:5][C:6]2=[O:29], predict the reactants needed to synthesize it. (6) Given the product [F:1][C:2]1[CH:7]=[C:6]([O:8][CH3:9])[CH:5]=[CH:4][C:3]=1[C:10]([CH3:12])=[CH2:11], predict the reactants needed to synthesize it. The reactants are: [F:1][C:2]1[CH:7]=[C:6]([O:8][CH3:9])[CH:5]=[CH:4][C:3]=1[C:10](O)([CH3:12])[CH3:11].CS(Cl)(=O)=O.C(N(CC)CC)C. (7) Given the product [ClH:38].[CH3:1][C:2]1[CH:3]=[CH:4][C:5]([S:8][C:9]2[CH:10]=[CH:11][C:12]([S:15]([N:18]([CH2:30][CH2:31][N:32]3[CH2:37][CH2:36][O:35][CH2:34][CH2:33]3)[C@@H:19]([C:23]([OH:25])=[O:24])[CH:20]([CH3:22])[CH3:21])(=[O:17])=[O:16])=[CH:13][CH:14]=2)=[CH:6][CH:7]=1, predict the reactants needed to synthesize it. The reactants are: [CH3:1][C:2]1[CH:7]=[CH:6][C:5]([S:8][C:9]2[CH:14]=[CH:13][C:12]([S:15]([N:18]([CH2:30][CH2:31][N:32]3[CH2:37][CH2:36][O:35][CH2:34][CH2:33]3)[C@@H:19]([C:23]([O:25]C(C)(C)C)=[O:24])[CH:20]([CH3:22])[CH3:21])(=[O:17])=[O:16])=[CH:11][CH:10]=2)=[CH:4][CH:3]=1.[ClH:38].